Task: Predict the reactants needed to synthesize the given product.. Dataset: Full USPTO retrosynthesis dataset with 1.9M reactions from patents (1976-2016) (1) Given the product [S:1]1[C:5]([C@H:6]([OH:31])/[CH:7]=[CH:8]/[C@H:9]2[C@H:13]([OH:14])[CH2:12][C:11](=[O:21])[C@@H:10]2[CH2:22]/[CH:23]=[CH:24]\[CH2:25][CH2:26][CH2:27][C:28]([OH:30])=[O:29])=[CH:4][C:3]2[CH:38]=[CH:39][CH:40]=[CH:41][C:2]1=2, predict the reactants needed to synthesize it. The reactants are: [S:1]1[C:5]([C@H:6]([O:31]C2CCCCO2)/[CH:7]=[CH:8]/[C@H:9]2[C@H:13]([O:14]C3CCCCO3)[CH2:12][C:11](=[O:21])[C@@H:10]2[CH2:22]/[CH:23]=[CH:24]\[CH2:25][CH2:26][CH2:27][C:28]([OH:30])=[O:29])=[CH:4][C:3]2[CH:38]=[CH:39][CH:40]=[CH:41][C:2]1=2. (2) Given the product [Cl:1][C:2]1[CH:3]=[C:4]([CH:8]=[CH:9][C:10]=1[O:11][C:12]1[CH:13]=[CH:14][C:15]([CH2:18][NH:27][CH2:26][CH2:25][C:21]2[S:20][CH:24]=[CH:23][CH:22]=2)=[CH:16][CH:17]=1)[C:5]([NH2:7])=[O:6], predict the reactants needed to synthesize it. The reactants are: [Cl:1][C:2]1[CH:3]=[C:4]([CH:8]=[CH:9][C:10]=1[O:11][C:12]1[CH:17]=[CH:16][C:15]([CH:18]=O)=[CH:14][CH:13]=1)[C:5]([NH2:7])=[O:6].[S:20]1[CH:24]=[CH:23][CH:22]=[C:21]1[CH2:25][CH2:26][NH2:27].[BH4-].[Na+]. (3) Given the product [N:4]1[C:13]2[C:8](=[CH:9][C:10]([CH:14]([C:16]3[N:20]4[N:21]=[C:22]([C:25]5[CH:34]=[CH:33][C:28]([C:29]([OH:31])=[O:30])=[CH:27][CH:26]=5)[CH:23]=[N:24][C:19]4=[N:18][CH:17]=3)[CH3:15])=[CH:11][CH:12]=2)[CH:7]=[CH:6][CH:5]=1, predict the reactants needed to synthesize it. The reactants are: O.[OH-].[Li+].[N:4]1[C:13]2[C:8](=[CH:9][C:10]([CH:14]([C:16]3[N:20]4[N:21]=[C:22]([C:25]5[CH:34]=[CH:33][C:28]([C:29]([O:31]C)=[O:30])=[CH:27][CH:26]=5)[CH:23]=[N:24][C:19]4=[N:18][CH:17]=3)[CH3:15])=[CH:11][CH:12]=2)[CH:7]=[CH:6][CH:5]=1.Cl. (4) Given the product [OH:4][C:5]1([CH3:1])[CH2:6][CH2:7][N:8]([C:11]([O:13][CH2:14][C:15]2[CH:20]=[CH:19][CH:18]=[CH:17][CH:16]=2)=[O:12])[CH2:9][CH2:10]1, predict the reactants needed to synthesize it. The reactants are: [CH3:1][Mg]Cl.[O:4]=[C:5]1[CH2:10][CH2:9][N:8]([C:11]([O:13][CH2:14][C:15]2[CH:20]=[CH:19][CH:18]=[CH:17][CH:16]=2)=[O:12])[CH2:7][CH2:6]1.[Cl-].[NH4+]. (5) Given the product [CH:12]1([CH2:11][O:10][C:4]2[C:3]([O:15][CH2:16][O:17][CH3:18])=[C:2]([C:34]3[CH:35]=[C:36]4[C:40](=[CH:41][CH:42]=3)[C:39](=[O:43])[O:38][CH2:37]4)[CH:7]=[CH:6][C:5]=2[O:8][CH3:9])[CH2:14][CH2:13]1, predict the reactants needed to synthesize it. The reactants are: Br[C:2]1[CH:7]=[CH:6][C:5]([O:8][CH3:9])=[C:4]([O:10][CH2:11][CH:12]2[CH2:14][CH2:13]2)[C:3]=1[O:15][CH2:16][O:17][CH3:18].C(=O)([O-])[O-].[Cs+].[Cs+].O.CC1(C)C(C)(C)OB([C:34]2[CH:35]=[C:36]3[C:40](=[CH:41][CH:42]=2)[C:39](=[O:43])[O:38][CH2:37]3)O1. (6) Given the product [F:36][C:21]1([F:20])[O:25][C:24]2[CH:26]=[CH:27][C:28]([C:30]3([C:33]([NH:19][CH:8]4[C:7]5[C:12](=[CH:13][C:4]([O:3][CH3:2])=[CH:5][CH:6]=5)[O:11][CH:10]([CH:14]5[CH2:18][CH2:17][CH2:16][O:15]5)[CH2:9]4)=[O:34])[CH2:31][CH2:32]3)=[CH:29][C:23]=2[O:22]1, predict the reactants needed to synthesize it. The reactants are: Cl.[CH3:2][O:3][C:4]1[CH:13]=[C:12]2[C:7]([CH:8]([NH2:19])[CH2:9][CH:10]([CH:14]3[CH2:18][CH2:17][CH2:16][O:15]3)[O:11]2)=[CH:6][CH:5]=1.[F:20][C:21]1([F:36])[O:25][C:24]2[CH:26]=[CH:27][C:28]([C:30]3([C:33](O)=[O:34])[CH2:32][CH2:31]3)=[CH:29][C:23]=2[O:22]1.CN(C(ON1N=NC2C=CC=NC1=2)=[N+](C)C)C.F[P-](F)(F)(F)(F)F.C(N(CC)CC)C. (7) Given the product [Cl:63][C:3]1[CH:4]=[CH:5][C:6]([C:8]2[CH:13]=[CH:12][C:11]([C:14]3[O:15][C:16]4[CH:22]=[CH:21][CH:20]=[CH:19][C:17]=4[N:18]=3)=[CH:10][C:9]=2[O:23][CH3:24])=[N:7][CH:2]=1, predict the reactants needed to synthesize it. The reactants are: Br[C:2]1[N:7]=[C:6]([C:8]2[CH:13]=[CH:12][C:11]([C:14]3[O:15][C:16]4[CH:22]=[CH:21][CH:20]=[CH:19][C:17]=4[N:18]=3)=[CH:10][C:9]=2[O:23][CH3:24])[CH:5]=[CH:4][CH:3]=1.COC1C=C(C2OC3C=CC=CC=3N=2)C=CC=1B1OC(C)(C)C(C)(C)O1.FC(F)(F)S(OC1C=CC([Cl:63])=CC=1)(=O)=O.